Dataset: Catalyst prediction with 721,799 reactions and 888 catalyst types from USPTO. Task: Predict which catalyst facilitates the given reaction. (1) Reactant: [CH3:1][C:2]1[N:3]=[C:4]2[CH:12]=[CH:11][CH:10]=[C:9]3[N:5]2[C:6]=1[C:7](=[O:13])[NH:8]3.[H-].[Na+].Br[CH2:17][CH2:18][CH2:19][N:20]1[C:24](=[O:25])[C:23]2=[CH:26][CH:27]=[CH:28][CH:29]=[C:22]2[C:21]1=[O:30].O. Product: [CH3:1][C:2]1[N:3]=[C:4]2[CH:12]=[CH:11][CH:10]=[C:9]3[N:5]2[C:6]=1[C:7](=[O:13])[N:8]3[CH2:17][CH2:18][CH2:19][N:20]1[C:24](=[O:25])[C:23]2=[CH:26][CH:27]=[CH:28][CH:29]=[C:22]2[C:21]1=[O:30]. The catalyst class is: 3. (2) Reactant: CC1C=CC(S(O[CH2:12][CH:13]2[O:18][C:17]3[CH:19]=[C:20]([F:23])[CH:21]=[CH:22][C:16]=3[O:15][CH2:14]2)(=O)=O)=CC=1.[NH2:24][CH2:25][CH2:26][OH:27]. Product: [F:23][C:20]1[CH:21]=[CH:22][C:16]2[O:15][CH2:14][CH:13]([CH2:12][NH:24][CH2:25][CH2:26][OH:27])[O:18][C:17]=2[CH:19]=1. The catalyst class is: 10. (3) Reactant: [Cl:1][C:2]1[CH:8]=[CH:7][C:5]([NH2:6])=[C:4]([N:9]2[CH2:14][CH2:13][N:12]([CH2:15][CH2:16][C:17]([F:20])([F:19])[F:18])[CH2:11][CH2:10]2)[CH:3]=1.C(OC([NH:28][CH2:29][C:30]1[CH:38]=[CH:37][C:33]([C:34](O)=[O:35])=[C:32]([F:39])[C:31]=1[F:40])=O)(C)(C)C.CN(C(ON1N=NC2C=CC=NC1=2)=[N+](C)C)C.F[P-](F)(F)(F)(F)F.CCN(C(C)C)C(C)C. Product: [NH2:28][CH2:29][C:30]1[CH:38]=[CH:37][C:33]([C:34]([NH:6][C:5]2[CH:7]=[CH:8][C:2]([Cl:1])=[CH:3][C:4]=2[N:9]2[CH2:14][CH2:13][N:12]([CH2:15][CH2:16][C:17]([F:19])([F:18])[F:20])[CH2:11][CH2:10]2)=[O:35])=[C:32]([F:39])[C:31]=1[F:40]. The catalyst class is: 3. (4) Reactant: [Br:1][C:2]1[CH:3]=[C:4]([O:8][CH:9]2[CH2:14][CH2:13][N:12](C(OC(C)(C)C)=O)[CH2:11][CH2:10]2)[CH:5]=[N:6][CH:7]=1.[ClH:22].C(O)C. Product: [ClH:22].[Br:1][C:2]1[CH:7]=[N:6][CH:5]=[C:4]([O:8][CH:9]2[CH2:14][CH2:13][NH:12][CH2:11][CH2:10]2)[CH:3]=1. The catalyst class is: 8. (5) Reactant: [CH2:1]([O:3][C:4](=[O:37])[CH:5]=[CH:6][C@@H:7]([CH3:36])[C@@H:8]([O:28][Si:29]([C:32]([CH3:35])([CH3:34])[CH3:33])([CH3:31])[CH3:30])[CH2:9][C@H:10]([O:20][Si:21]([C:24]([CH3:27])([CH3:26])[CH3:25])([CH3:23])[CH3:22])[CH2:11][O:12][Si](C(C)(C)C)(C)C)[CH3:2].C1C=CN=CC=1.F. Product: [CH2:1]([O:3][C:4](=[O:37])[CH:5]=[CH:6][C@@H:7]([CH3:36])[C@@H:8]([O:28][Si:29]([C:32]([CH3:35])([CH3:34])[CH3:33])([CH3:31])[CH3:30])[CH2:9][C@H:10]([O:20][Si:21]([C:24]([CH3:27])([CH3:25])[CH3:26])([CH3:23])[CH3:22])[CH2:11][OH:12])[CH3:2]. The catalyst class is: 859. (6) Reactant: CO[C:3](=[O:16])[C:4]1[CH:9]=[CH:8][C:7]([N:10]2[CH:14]=[CH:13][CH:12]=[CH:11]2)=[CH:6][C:5]=1[OH:15].[CH:17]1([Mg]Cl)[CH2:22][CH2:21][CH2:20][CH2:19][CH2:18]1.[NH4+].[Cl-]. Product: [CH:17]1([C:3]([CH:4]2[CH2:9][CH2:8][CH2:7][CH2:6][CH2:5]2)([OH:16])[C:4]2[CH:9]=[CH:8][C:7]([N:10]3[CH:11]=[CH:12][CH:13]=[CH:14]3)=[CH:6][C:5]=2[OH:15])[CH2:22][CH2:21][CH2:20][CH2:19][CH2:18]1. The catalyst class is: 1.